Dataset: Forward reaction prediction with 1.9M reactions from USPTO patents (1976-2016). Task: Predict the product of the given reaction. (1) Given the reactants [CH2:1]([N:3]1[C:7]([CH2:8][CH2:9][CH2:10][CH2:11]O)=[CH:6][C:5]([C:13]([NH2:15])=O)=[N:4]1)[CH3:2].C(=O)([O-])[O-].[Na+].[Na+].P(Cl)(Cl)([Cl:24])=O, predict the reaction product. The product is: [Cl:24][CH2:11][CH2:10][CH2:9][CH2:8][C:7]1[N:3]([CH2:1][CH3:2])[N:4]=[C:5]([C:13]#[N:15])[CH:6]=1. (2) Given the reactants [CH3:1][O:2][C:3](=[O:17])[C:4](=[CH2:16])[NH:5][C:6]([O:8][CH2:9][C:10]1[CH:15]=[CH:14][CH:13]=[CH:12][CH:11]=1)=[O:7].[C:18]([O:22][C:23]([N:25]1[CH2:30][CH2:29][NH:28][CH2:27][CH2:26]1)=[O:24])([CH3:21])([CH3:20])[CH3:19], predict the reaction product. The product is: [C:6]([NH:5][CH:4]([CH2:16][N:28]1[CH2:27][CH2:26][N:25]([C:23]([O:22][C:18]([CH3:21])([CH3:20])[CH3:19])=[O:24])[CH2:30][CH2:29]1)[C:3]([O:2][CH3:1])=[O:17])([O:8][CH2:9][C:10]1[CH:15]=[CH:14][CH:13]=[CH:12][CH:11]=1)=[O:7]. (3) Given the reactants Br[C:2]1[CH:3]=[CH:4][C:5]2[O:9][C:8]3[CH:10]=[CH:11][C:12]([C:14]#[N:15])=[CH:13][C:7]=3[C:6]=2[CH:16]=1.[CH:17]1[C:29]2[NH:28][C:27]3[C:22](=[CH:23][CH:24]=[CH:25][CH:26]=3)[C:21]=2[CH:20]=[C:19]([N:30]2[C:42]3[CH:41]=[CH:40][C:39]([C:43]#[N:44])=[CH:38][C:37]=3[C:36]3[C:31]2=[CH:32][CH:33]=[CH:34][CH:35]=3)[CH:18]=1.N1C2C(=CC=C3C=2N=CC=C3)C=CC=1.[O-]P([O-])([O-])=O.[K+].[K+].[K+], predict the reaction product. The product is: [C:14]([C:12]1[CH:11]=[CH:10][C:8]2[O:9][C:5]3[CH:4]=[CH:3][C:2]([N:28]4[C:29]5[CH:17]=[CH:18][C:19]([N:30]6[C:42]7[CH:41]=[CH:40][C:39]([C:43]#[N:44])=[CH:38][C:37]=7[C:36]7[C:31]6=[CH:32][CH:33]=[CH:34][CH:35]=7)=[CH:20][C:21]=5[C:22]5[C:27]4=[CH:26][CH:25]=[CH:24][CH:23]=5)=[CH:16][C:6]=3[C:7]=2[CH:13]=1)#[N:15]. (4) Given the reactants [NH:1]1[CH:5]=[C:4]([NH2:6])[CH:3]=[N:2]1.[N:7]([O-])=O.[Na+].[C:11]([O:17][C:18]([CH3:21])([CH3:20])[CH3:19])(=[O:16])[CH2:12][C:13]([CH3:15])=[O:14].C([O-])(=O)C.[Na+], predict the reaction product. The product is: [O:14]=[C:13]([CH3:15])[CH:12]([N:7]=[N:6][C:4]1[CH:5]=[N:1][NH:2][CH:3]=1)[C:11]([O:17][C:18]([CH3:21])([CH3:20])[CH3:19])=[O:16]. (5) Given the reactants Cl[C:2]1[N:7]=[C:6]([NH:8][C:9]2[CH:23]=[CH:22][C:12]([O:13][CH2:14][CH2:15][CH2:16][C:17]([O:19][CH2:20][CH3:21])=[O:18])=[CH:11][CH:10]=2)[C:5]([N+:24]([O-:26])=[O:25])=[CH:4][N:3]=1.[C:27]([O:31][C:32](=[O:45])[NH:33][CH2:34][CH2:35][CH2:36][O:37][C:38]1[CH:43]=[CH:42][C:41]([NH2:44])=[CH:40][CH:39]=1)([CH3:30])([CH3:29])[CH3:28].CCN(C(C)C)C(C)C, predict the reaction product. The product is: [CH2:20]([O:19][C:17](=[O:18])[CH2:16][CH2:15][CH2:14][O:13][C:12]1[CH:22]=[CH:23][C:9]([NH:8][C:6]2[C:5]([N+:24]([O-:26])=[O:25])=[CH:4][N:3]=[C:2]([NH:44][C:41]3[CH:40]=[CH:39][C:38]([O:37][CH2:36][CH2:35][CH2:34][NH:33][C:32]([O:31][C:27]([CH3:30])([CH3:29])[CH3:28])=[O:45])=[CH:43][CH:42]=3)[N:7]=2)=[CH:10][CH:11]=1)[CH3:21]. (6) Given the reactants CN(C(ON1N=N[C:11]2C=CC=C[C:10]1=2)=[N+](C)C)C.F[P-](F)(F)(F)(F)F.[C:25]([O:29][C:30]([N:32]1[CH2:36][C@H:35]([CH2:37][CH2:38][C:39]2[CH:44]=[CH:43][CH:42]=[CH:41][CH:40]=2)[C@@H:34]([C:45]([OH:47])=O)[CH2:33]1)=[O:31])([CH3:28])([CH3:27])[CH3:26].Cl.[NH2:49][C:50]1([C:53]([NH:55][S:56]([C:59]2[CH:60]=[CH:61][CH:62]=[C:63]3[C:67]=2[NH:66][CH:65]=[CH:64]3)(=[O:58])=[O:57])=[O:54])[CH2:52][CH2:51]1.CCN(C(C)C)C(C)C, predict the reaction product. The product is: [C:25]([O:29][C:30]([N:32]1[CH2:36][C@H:35]([CH2:37][CH2:38][C:39]2[CH:44]=[CH:43][CH:42]=[CH:41][CH:40]=2)[C@@H:34]([C:45](=[O:47])[NH:49][C@:50]2([C:53]([NH:55][S:56]([C:59]3[CH:60]=[CH:61][CH:62]=[C:63]4[C:67]=3[NH:66][CH:65]=[CH:64]4)(=[O:58])=[O:57])=[O:54])[CH2:52][C@H:51]2[CH:10]=[CH2:11])[CH2:33]1)=[O:31])([CH3:28])([CH3:27])[CH3:26]. (7) The product is: [Cl:8][C:9]1[CH:10]=[C:11]([O:33][CH2:34][CH2:35][OH:36])[CH:12]=[N:13][C:14]=1[O:15][C:16]1[CH:17]=[C:18]2[C:23](=[CH:24][CH:25]=1)[N:22]=[CH:21][N:20]=[C:19]2[NH:26][C:27]1[CH:31]=[CH:30][N:29]([CH3:32])[N:28]=1. Given the reactants [BH4-].[Na+].O1CCCC1.[Cl:8][C:9]1[CH:10]=[C:11]([O:33][CH2:34][CH:35]=[O:36])[CH:12]=[N:13][C:14]=1[O:15][C:16]1[CH:17]=[C:18]2[C:23](=[CH:24][CH:25]=1)[N:22]=[CH:21][N:20]=[C:19]2[NH:26][C:27]1[CH:31]=[CH:30][N:29]([CH3:32])[N:28]=1, predict the reaction product. (8) Given the reactants [CH3:1][O:2][CH:3]1[CH2:8][CH2:7][CH2:6][CH2:5][CH:4]1[OH:9].[NH2:10][C:11]1[CH:18]=[CH:17][CH:16]=[C:15](F)[C:12]=1[C:13]#[N:14], predict the reaction product. The product is: [NH2:10][C:11]1[CH:18]=[CH:17][CH:16]=[C:15]([O:9][CH:4]2[CH2:5][CH2:6][CH2:7][CH2:8][CH:3]2[O:2][CH3:1])[C:12]=1[C:13]#[N:14].